From a dataset of Full USPTO retrosynthesis dataset with 1.9M reactions from patents (1976-2016). Predict the reactants needed to synthesize the given product. (1) Given the product [Cl:20][C:14]1[CH:15]=[C:16]([Cl:19])[CH:17]=[CH:18][C:13]=1[CH:11]([OH:12])[C:9]1[N:8]([CH2:21][CH2:22][NH:23][C:24](=[O:30])[O:25][C:26]([CH3:27])([CH3:29])[CH3:28])[C:7]2[C:2]([N:1]([CH2:31][CH3:32])[CH2:34][CH3:35])=[CH:3][CH:4]=[CH:5][C:6]=2[N:10]=1, predict the reactants needed to synthesize it. The reactants are: [NH2:1][C:2]1[C:7]2[N:8]([CH2:21][CH2:22][NH:23][C:24](=[O:30])[O:25][C:26]([CH3:29])([CH3:28])[CH3:27])[C:9]([CH:11]([C:13]3[CH:18]=[CH:17][C:16]([Cl:19])=[CH:15][C:14]=3[Cl:20])[OH:12])=[N:10][C:6]=2[CH:5]=[CH:4][CH:3]=1.[CH:31](=O)[CH3:32].[C:34](O[BH-](OC(=O)C)OC(=O)C)(=O)[CH3:35].[Na+]. (2) Given the product [OH:6][C:7]1[CH:15]=[CH:14][CH:13]=[C:12]2[C:8]=1[CH2:9][C:10]([CH3:21])([C:16]([O:18][CH3:19])=[O:17])[CH2:11]2, predict the reactants needed to synthesize it. The reactants are: B(Br)(Br)Br.C[O:6][C:7]1[CH:15]=[CH:14][CH:13]=[C:12]2[C:8]=1[CH2:9][C:10]([CH3:21])([C:16]([O:18][CH2:19]C)=[O:17])[CH2:11]2.CO.O. (3) Given the product [S:20]1[CH:21]=[CH:22][CH:23]=[C:19]1[C:17]([C:16]1[CH:15]=[N:14][N:13]2[C:8]([C:4]3[CH:3]=[C:2]([NH:1][C:25](=[O:29])[C:26]#[C:27][CH3:28])[CH:7]=[CH:6][CH:5]=3)=[CH:9][CH:10]=[N:11][C:12]=12)=[O:18], predict the reactants needed to synthesize it. The reactants are: [NH2:1][C:2]1[CH:3]=[C:4]([C:8]2[N:13]3[N:14]=[CH:15][C:16]([C:17]([C:19]4[S:20][CH:21]=[CH:22][CH:23]=4)=[O:18])=[C:12]3[N:11]=[C:10](C)[CH:9]=2)[CH:5]=[CH:6][CH:7]=1.[C:25](O)(=[O:29])[C:26]#[C:27][CH3:28]. (4) Given the product [F:20][C:15]1[CH:16]=[CH:17][CH:18]=[CH:19][C:14]=1[N:7]1[C:8]2[CH:13]=[CH:12][CH:11]=[CH:10][C:9]=2[N:5]([CH2:4][CH2:3][CH2:2][N:29]2[CH2:30][CH2:31][CH:32]([NH:35][C:36](=[O:42])[O:37][C:38]([CH3:40])([CH3:39])[CH3:41])[CH2:33][CH2:34]2)[S:6]1(=[O:22])=[O:21], predict the reactants needed to synthesize it. The reactants are: Br[CH2:2][CH2:3][CH2:4][N:5]1[C:9]2[CH:10]=[CH:11][CH:12]=[CH:13][C:8]=2[N:7]([C:14]2[CH:19]=[CH:18][CH:17]=[CH:16][C:15]=2[F:20])[S:6]1(=[O:22])=[O:21].C(=O)([O-])[O-].[K+].[K+].[NH:29]1[CH2:34][CH2:33][CH:32]([NH:35][C:36](=[O:42])[O:37][C:38]([CH3:41])([CH3:40])[CH3:39])[CH2:31][CH2:30]1. (5) Given the product [C:1]([C:3]1[CH:4]=[C:5]([CH:9]=[C:10]([CH2:12][N:13]2[CH:17]=[CH:16][N:15]=[CH:14]2)[CH:11]=1)[C:6]([OH:8])=[O:7])#[N:2], predict the reactants needed to synthesize it. The reactants are: [C:1]([C:3]1[CH:4]=[C:5]([CH:9]=[C:10]([CH2:12][N:13]2[CH:17]=[CH:16][N:15]=[CH:14]2)[CH:11]=1)[C:6]([O-:8])=[O:7])#[N:2].[OH-].[Li+].